This data is from Forward reaction prediction with 1.9M reactions from USPTO patents (1976-2016). The task is: Predict the product of the given reaction. (1) Given the reactants [I:1][C:2]1[CH:3]=[C:4]2[C:8](=[CH:9][CH:10]=1)[NH:7][C:6](=[O:11])[C:5]2=O.C(O)(C(F)(F)F)=O.[CH3:20][O:21][C:22](=[O:52])[CH2:23][CH2:24][C:25]1[CH:30]=[CH:29][C:28]([S:31]([NH:34][C:35]2[CH:51]=[CH:50][C:38]([C:39]([NH:41][NH:42]C(OC(C)(C)C)=O)=[O:40])=[CH:37][CH:36]=2)(=[O:33])=[O:32])=[CH:27][CH:26]=1, predict the reaction product. The product is: [I:1][C:2]1[CH:3]=[C:4]2[C:8](=[CH:9][CH:10]=1)[NH:7][C:6](=[O:11])[C:5]2=[N:42][NH:41][C:39]([C:38]1[CH:37]=[CH:36][C:35]([NH:34][S:31]([C:28]2[CH:29]=[CH:30][C:25]([CH2:24][CH2:23][C:22]([O:21][CH3:20])=[O:52])=[CH:26][CH:27]=2)(=[O:33])=[O:32])=[CH:51][CH:50]=1)=[O:40]. (2) Given the reactants C([O:3][C:4]([C@H:6]1[C@H:10]([C:11]([O:13]CC)=[O:12])[CH2:9][N:8]([C:16]([O:18][C:19]([CH3:22])([CH3:21])[CH3:20])=[O:17])[CH2:7]1)=[O:5])C.[OH-].[Na+].Cl.[Na+].[Cl-], predict the reaction product. The product is: [C:19]([O:18][C:16]([N:8]1[CH2:7][C@@H:6]([C:4]([OH:5])=[O:3])[C@H:10]([C:11]([OH:13])=[O:12])[CH2:9]1)=[O:17])([CH3:22])([CH3:20])[CH3:21]. (3) Given the reactants [Br:1][CH2:2][CH2:3][CH2:4][CH2:5][CH2:6][C:7](Cl)=[O:8].[NH2:10][C:11]1[CH:16]=[CH:15][CH:14]=[CH:13][CH:12]=1, predict the reaction product. The product is: [C:11]1([NH:10][C:7](=[O:8])[CH2:6][CH2:5][CH2:4][CH2:3][CH2:2][Br:1])[CH:16]=[CH:15][CH:14]=[CH:13][CH:12]=1.